This data is from Retrosynthesis with 50K atom-mapped reactions and 10 reaction types from USPTO. The task is: Predict the reactants needed to synthesize the given product. (1) Given the product c1ccc(C23CC4CC(CC(C4)C2)C3)cc1, predict the reactants needed to synthesize it. The reactants are: BrC12CC3CC(CC(C3)C1)C2.Cl[Fe](Cl)Cl.c1ccccc1. (2) The reactants are: CC(=O)Nn1c(=O)[nH]c2ccccc2c1=O.CC(=O)OC(C)=O. Given the product CC(=O)N(C(C)=O)n1c(=O)[nH]c2ccccc2c1=O, predict the reactants needed to synthesize it. (3) Given the product O=C1C[C@H](C(=O)Nc2ccc(N3CCOCC3=O)cc2)N(C(=O)Nc2ccc(Cl)cc2)C1, predict the reactants needed to synthesize it. The reactants are: O=C(Nc1ccc(N2CCOCC2=O)cc1)[C@H]1C[C@@H](O)CN1C(=O)Nc1ccc(Cl)cc1. (4) Given the product COc1ccccc1Nc1nc2ccc(-c3ccc(N)cc3)cn2n1, predict the reactants needed to synthesize it. The reactants are: COc1ccccc1Nc1nc2ccc(-c3ccc(NC(=O)OC(C)(C)C)cc3)cn2n1.